This data is from Forward reaction prediction with 1.9M reactions from USPTO patents (1976-2016). The task is: Predict the product of the given reaction. (1) The product is: [C:27]([O:26][C:24]([N:21]1[CH2:22][CH2:23][CH:18]([CH2:17][N:14]2[CH2:15][CH2:16][NH:11][CH2:12][C:13]2=[O:31])[CH2:19][CH2:20]1)=[O:25])([CH3:30])([CH3:28])[CH3:29]. Given the reactants C(OC([N:11]1[CH2:16][CH2:15][N:14]([CH2:17][CH:18]2[CH2:23][CH2:22][N:21]([C:24]([O:26][C:27]([CH3:30])([CH3:29])[CH3:28])=[O:25])[CH2:20][CH2:19]2)[C:13](=[O:31])[CH2:12]1)=O)C1C=CC=CC=1, predict the reaction product. (2) Given the reactants [CH3:1][O:2][C:3]1[CH:8]=[CH:7][C:6]([C:9](=O)[CH2:10][CH2:11][C:12]([C:14]2[CH:19]=[CH:18][CH:17]=[CH:16][CH:15]=2)=O)=[CH:5][CH:4]=1.[NH2:21][CH2:22][C:23]([OH:25])=[O:24], predict the reaction product. The product is: [CH3:1][O:2][C:3]1[CH:8]=[CH:7][C:6]([C:9]2[N:21]([CH2:22][C:23]([OH:25])=[O:24])[C:12]([C:14]3[CH:19]=[CH:18][CH:17]=[CH:16][CH:15]=3)=[CH:11][CH:10]=2)=[CH:5][CH:4]=1. (3) The product is: [Br:1][C:2]1[S:6][C:5]2=[N:7][CH:8]=[C:9]([S:10]([Cl:16])(=[O:13])=[O:11])[N:4]2[N:3]=1. Given the reactants [Br:1][C:2]1[S:6][C:5]2=[N:7][CH:8]=[C:9]([S:10]([OH:13])(=O)=[O:11])[N:4]2[N:3]=1.P(Cl)(Cl)([Cl:16])=O.P(Cl)(Cl)(Cl)(Cl)Cl.ClCCl, predict the reaction product.